From a dataset of Full USPTO retrosynthesis dataset with 1.9M reactions from patents (1976-2016). Predict the reactants needed to synthesize the given product. Given the product [CH3:20][C:18]1[CH:19]=[C:14]([CH:11]2[CH2:12][CH2:13][NH:8][CH2:9][CH2:10]2)[C:15]([C:37]([F:38])([F:39])[F:40])=[CH:16][C:17]=1[C:21]([NH:23][C:24]([NH:26][C:42]([O:22][CH2:21][C:17]1[CH:18]=[CH:19][CH:14]=[CH:15][CH:16]=1)=[O:43])=[NH:25])=[O:22], predict the reactants needed to synthesize it. The reactants are: C(OC([N:8]1[CH2:13][CH2:12][CH:11]([C:14]2[CH:19]=[C:18]([CH3:20])[C:17]([C:21]([N:23](C(OCC3C=CC=CC=3)=O)[C:24]([NH2:26])=[NH:25])=[O:22])=[CH:16][C:15]=2[C:37]([F:40])([F:39])[F:38])[CH2:10][CH2:9]1)=O)(C)(C)C.Cl.[CH3:42][OH:43].